From a dataset of Full USPTO retrosynthesis dataset with 1.9M reactions from patents (1976-2016). Predict the reactants needed to synthesize the given product. Given the product [CH:32]1([NH:36][S:37]([NH:21][C:18]([C:14]2[CH:15]=[CH:16][CH:17]=[C:12]([C:10]3[N:9]([CH3:22])[N:8]=[C:7]([CH2:6][C:5]4[CH:23]=[CH:24][C:2]([F:1])=[CH:3][CH:4]=4)[CH:11]=3)[CH:13]=2)([CH3:20])[CH3:19])(=[O:39])=[O:38])[CH2:35][CH2:34][CH2:33]1, predict the reactants needed to synthesize it. The reactants are: [F:1][C:2]1[CH:24]=[CH:23][C:5]([CH2:6][C:7]2[CH:11]=[C:10]([C:12]3[CH:13]=[C:14]([C:18]([NH2:21])([CH3:20])[CH3:19])[CH:15]=[CH:16][CH:17]=3)[N:9]([CH3:22])[N:8]=2)=[CH:4][CH:3]=1.CCN(CC)CC.[CH:32]1([NH:36][S:37](Cl)(=[O:39])=[O:38])[CH2:35][CH2:34][CH2:33]1.